Dataset: NCI-60 drug combinations with 297,098 pairs across 59 cell lines. Task: Regression. Given two drug SMILES strings and cell line genomic features, predict the synergy score measuring deviation from expected non-interaction effect. (1) Drug 1: C1=CC(=CC=C1C#N)C(C2=CC=C(C=C2)C#N)N3C=NC=N3. Drug 2: C1=NC2=C(N1)C(=S)N=CN2. Cell line: EKVX. Synergy scores: CSS=7.50, Synergy_ZIP=-1.73, Synergy_Bliss=1.70, Synergy_Loewe=2.35, Synergy_HSA=0.266. (2) Drug 1: CCC1(CC2CC(C3=C(CCN(C2)C1)C4=CC=CC=C4N3)(C5=C(C=C6C(=C5)C78CCN9C7C(C=CC9)(C(C(C8N6C=O)(C(=O)OC)O)OC(=O)C)CC)OC)C(=O)OC)O.OS(=O)(=O)O. Drug 2: C1CN(P(=O)(OC1)NCCCl)CCCl. Cell line: SF-539. Synergy scores: CSS=8.09, Synergy_ZIP=-6.32, Synergy_Bliss=-9.98, Synergy_Loewe=-93.6, Synergy_HSA=-7.70.